From a dataset of NCI-60 drug combinations with 297,098 pairs across 59 cell lines. Regression. Given two drug SMILES strings and cell line genomic features, predict the synergy score measuring deviation from expected non-interaction effect. (1) Drug 1: CCCS(=O)(=O)NC1=C(C(=C(C=C1)F)C(=O)C2=CNC3=C2C=C(C=N3)C4=CC=C(C=C4)Cl)F. Drug 2: CCC1(CC2CC(C3=C(CCN(C2)C1)C4=CC=CC=C4N3)(C5=C(C=C6C(=C5)C78CCN9C7C(C=CC9)(C(C(C8N6C=O)(C(=O)OC)O)OC(=O)C)CC)OC)C(=O)OC)O.OS(=O)(=O)O. Cell line: HCC-2998. Synergy scores: CSS=8.46, Synergy_ZIP=9.64, Synergy_Bliss=5.66, Synergy_Loewe=-47.0, Synergy_HSA=-4.24. (2) Drug 1: C1=CC(=CC=C1CC(C(=O)O)N)N(CCCl)CCCl.Cl. Drug 2: C1C(C(OC1N2C=NC3=C2NC=NCC3O)CO)O. Cell line: OVCAR-5. Synergy scores: CSS=3.47, Synergy_ZIP=-1.12, Synergy_Bliss=-2.11, Synergy_Loewe=-6.42, Synergy_HSA=-5.18.